Task: Predict which catalyst facilitates the given reaction.. Dataset: Catalyst prediction with 721,799 reactions and 888 catalyst types from USPTO (1) Reactant: C[O:2][C:3](=[O:40])[CH2:4][C@H:5]1[C:9]2[CH:10]=[CH:11][C:12]([O:14][CH2:15][C:16]3[CH:17]=[C:18]([C:22]4[C:27]([CH2:28][CH3:29])=[CH:26][C:25]([O:30][CH2:31][CH2:32][CH2:33][S:34]([CH3:37])(=[O:36])=[O:35])=[CH:24][C:23]=4[CH2:38][CH3:39])[CH:19]=[CH:20][CH:21]=3)=[CH:13][C:8]=2[O:7][CH2:6]1.CO.[OH-].[Na+].C(O)(=O)CC(CC(O)=O)(C(O)=O)O. Product: [CH2:28]([C:27]1[CH:26]=[C:25]([O:30][CH2:31][CH2:32][CH2:33][S:34]([CH3:37])(=[O:36])=[O:35])[CH:24]=[C:23]([CH2:38][CH3:39])[C:22]=1[C:18]1[CH:19]=[CH:20][CH:21]=[C:16]([CH2:15][O:14][C:12]2[CH:11]=[CH:10][C:9]3[C@H:5]([CH2:4][C:3]([OH:40])=[O:2])[CH2:6][O:7][C:8]=3[CH:13]=2)[CH:17]=1)[CH3:29]. The catalyst class is: 132. (2) Reactant: O=P12OP3(OP(OP(O3)(O1)=O)(=O)O2)=O.C[Si](C)(C)O[Si](C)(C)C.[C:24]([NH:32][NH:33][C:34]1[C:39]([C:40]([O:42][CH2:43][CH3:44])=[O:41])=[CH:38][N:37]=[C:36]([S:45][CH3:46])[N:35]=1)(=O)[C:25]1[CH:30]=[CH:29][CH:28]=[CH:27][CH:26]=1.O. Product: [CH2:43]([O:42][C:40]([C:39]1[C:34]2[N:35]([C:24]([C:25]3[CH:30]=[CH:29][CH:28]=[CH:27][CH:26]=3)=[N:32][N:33]=2)[C:36]([S:45][CH3:46])=[N:37][CH:38]=1)=[O:41])[CH3:44]. The catalyst class is: 113.